Dataset: CYP1A2 inhibition data for predicting drug metabolism from PubChem BioAssay. Task: Regression/Classification. Given a drug SMILES string, predict its absorption, distribution, metabolism, or excretion properties. Task type varies by dataset: regression for continuous measurements (e.g., permeability, clearance, half-life) or binary classification for categorical outcomes (e.g., BBB penetration, CYP inhibition). Dataset: cyp1a2_veith. (1) The drug is CCN1CCN(c2cc(=O)n(-c3cc(Cl)ccc3C)c(=O)[nH]2)CC1. The result is 0 (non-inhibitor). (2) The compound is Br.CCCCCCCCCCn1c2c(c(=N)c3c1CCC3)CCC2. The result is 1 (inhibitor). (3) The compound is O=C(O)[C@H]1[C@@H]2C=C[C@H](O2)[C@@H]1C(=O)NCc1ccccn1. The result is 0 (non-inhibitor). (4) The compound is COc1cc(CNCc2cccs2)cc(Br)c1OC.Cl. The result is 1 (inhibitor). (5) The compound is C=CCn1c(-c2cccn(Cc3ccccc3)c2=O)n[nH]c1=S. The result is 0 (non-inhibitor).